Task: Predict the reaction yield, written as a fraction of the theoretical maximum amount of product (1.0 means a 100% yield; for example, 0.34 means a 34% yield).. Dataset: Reaction yield outcomes from USPTO patents with 853,638 reactions (1) The reactants are [F:1][C:2]([F:43])([F:42])[C@H:3]([N:29]1[CH2:33][CH2:32][C@H:31]([NH:34]C(=O)OC(C)(C)C)[CH2:30]1)[C:4]1[CH:5]=[CH:6][C:7]2[N:8]([C:10]([C:13]3[C:22]([F:23])=[CH:21][C:20]4[C:15](=[CH:16][C:17]([O:24][CH2:25][CH2:26][O:27][CH3:28])=[CH:18][CH:19]=4)[N:14]=3)=[N:11][N:12]=2)[CH:9]=1.Cl. The catalyst is C(Cl)Cl.CC(O)C. The product is [F:43][C:2]([F:1])([F:42])[C@H:3]([N:29]1[CH2:33][CH2:32][C@H:31]([NH2:34])[CH2:30]1)[C:4]1[CH:5]=[CH:6][C:7]2[N:8]([C:10]([C:13]3[C:22]([F:23])=[CH:21][C:20]4[C:15](=[CH:16][C:17]([O:24][CH2:25][CH2:26][O:27][CH3:28])=[CH:18][CH:19]=4)[N:14]=3)=[N:11][N:12]=2)[CH:9]=1. The yield is 0.850. (2) The reactants are [Br:1][C:2]1[CH:7]=[C:6]([F:8])[CH:5]=[CH:4][C:3]=1[N:9]1[CH2:14][CH2:13][N:12]([C:15]([O:17][C:18]([CH3:21])([CH3:20])[CH3:19])=[O:16])[CH2:11][C:10]1=O.B.C1COCC1.[OH-].[Na+]. The catalyst is C1COCC1. The product is [Br:1][C:2]1[CH:7]=[C:6]([F:8])[CH:5]=[CH:4][C:3]=1[N:9]1[CH2:14][CH2:13][N:12]([C:15]([O:17][C:18]([CH3:21])([CH3:20])[CH3:19])=[O:16])[CH2:11][CH2:10]1. The yield is 0.790. (3) The reactants are C(O)(=O)C.[CH3:5][O:6][C:7]1[CH:19]=[C:18]([N+:20]([O-:22])=[O:21])[CH:17]=[CH:16][C:8]=1[O:9][CH:10]1[CH2:15][CH2:14][NH:13][CH2:12][CH2:11]1.[CH3:23][C:24]([CH3:26])=O.C([BH3-])#N.[Na+]. The catalyst is CO. The product is [CH:24]([N:13]1[CH2:14][CH2:15][CH:10]([O:9][C:8]2[CH:16]=[CH:17][C:18]([N+:20]([O-:22])=[O:21])=[CH:19][C:7]=2[O:6][CH3:5])[CH2:11][CH2:12]1)([CH3:26])[CH3:23]. The yield is 0.970. (4) The reactants are Br[C:2]1[CH:7]=[CH:6][N:5]=[C:4]2[NH:8][C:9]([CH2:11][C:12]([NH:14][C:15]3[CH:20]=[CH:19][CH:18]=[C:17]([O:21][CH3:22])[CH:16]=3)=[O:13])=[CH:10][C:3]=12.[O:23]=[S:24]1(=[O:49])[CH2:29][CH2:28][CH:27]([NH:30][S:31]([C:34]2[CH:39]=[CH:38][C:37](B3OC(C)(C)C(C)(C)O3)=[CH:36][CH:35]=2)(=[O:33])=[O:32])[CH2:26][CH2:25]1.C(=O)([O-])[O-].[Na+].[Na+].O1CCOCC1. The catalyst is [Pd](Cl)Cl.C1(P([C-]2C=CC=C2)C2C=CC=CC=2)C=CC=CC=1.[C-]1(P(C2C=CC=CC=2)C2C=CC=CC=2)C=CC=C1.[Fe+2].O. The product is [O:49]=[S:24]1(=[O:23])[CH2:25][CH2:26][CH:27]([NH:30][S:31]([C:34]2[CH:35]=[CH:36][C:37]([C:2]3[CH:7]=[CH:6][N:5]=[C:4]4[NH:8][C:9]([CH2:11][C:12]([NH:14][C:15]5[CH:20]=[CH:19][CH:18]=[C:17]([O:21][CH3:22])[CH:16]=5)=[O:13])=[CH:10][C:3]=34)=[CH:38][CH:39]=2)(=[O:33])=[O:32])[CH2:28][CH2:29]1. The yield is 0.250. (5) The reactants are [F:1][C:2]([F:7])([F:6])[C:3]([OH:5])=[O:4].[Cl:8][C:9]1[CH:14]=[CH:13][C:12]([CH2:15][NH:16][C:17]([C:19]2[NH:20][C:21]3[C:26]([CH:27]=2)=[CH:25][C:24]([NH:28]C(=O)OC(C)(C)C)=[CH:23][CH:22]=3)=[O:18])=[C:11]([F:36])[C:10]=1[O:37][C:38]1[CH:43]=[C:42]([C:44]#[N:45])[CH:41]=[C:40]([Cl:46])[CH:39]=1. The catalyst is ClCCl. The product is [F:1][C:2]([F:7])([F:6])[C:3]([OH:5])=[O:4].[NH2:28][C:24]1[CH:25]=[C:26]2[C:21](=[CH:22][CH:23]=1)[NH:20][C:19]([C:17]([NH:16][CH2:15][C:12]1[CH:13]=[CH:14][C:9]([Cl:8])=[C:10]([O:37][C:38]3[CH:43]=[C:42]([C:44]#[N:45])[CH:41]=[C:40]([Cl:46])[CH:39]=3)[C:11]=1[F:36])=[O:18])=[CH:27]2. The yield is 0.970. (6) The reactants are [CH2:1]([N:8]1[C:17](=[O:18])[C:16]2[C:11](=[CH:12][C:13]([C:19]([O:21][CH3:22])=[O:20])=[CH:14][CH:15]=2)[NH:10][C:9]1=O)[C:2]1[CH:7]=[CH:6][CH:5]=[CH:4][CH:3]=1.P(Cl)(Cl)([Cl:26])=O.C(N(CC)C(C)C)(C)C. No catalyst specified. The product is [CH2:1]([N:8]1[C:17](=[O:18])[C:16]2[C:11](=[CH:12][C:13]([C:19]([O:21][CH3:22])=[O:20])=[CH:14][CH:15]=2)[N:10]=[C:9]1[Cl:26])[C:2]1[CH:7]=[CH:6][CH:5]=[CH:4][CH:3]=1. The yield is 0.940. (7) The reactants are [Cl:1][C:2]1[CH:9]=[CH:8][C:5]([CH:6]=O)=[C:4]([F:10])[CH:3]=1.[N+:11]([CH2:14][CH3:15])([O-:13])=[O:12].N1CCCCC1. The catalyst is C1(C)C=CC=CC=1. The product is [Cl:1][C:2]1[CH:9]=[CH:8][C:5](/[CH:6]=[C:14](/[N+:11]([O-:13])=[O:12])\[CH3:15])=[C:4]([F:10])[CH:3]=1. The yield is 0.760. (8) The reactants are Cl[C:2]1[N:3]=[C:4]([N:18]2[CH2:23][CH2:22][O:21][CH2:20][C@H:19]2[CH3:24])[C:5]2[CH2:10][N:9]([C:11]([O:13][C:14]([CH3:17])([CH3:16])[CH3:15])=[O:12])[CH2:8][C:6]=2[N:7]=1.[CH:25]1([NH:28][C:29]([NH:31][C:32]2[CH:37]=[CH:36][C:35](B3OC(C)(C)C(C)(C)O3)=[C:34]([F:47])[CH:33]=2)=[O:30])[CH2:27][CH2:26]1. No catalyst specified. The product is [CH:25]1([NH:28][C:29](=[O:30])[NH:31][C:32]2[CH:37]=[CH:36][C:35]([C:2]3[N:3]=[C:4]([N:18]4[CH2:23][CH2:22][O:21][CH2:20][C@H:19]4[CH3:24])[C:5]4[CH2:10][N:9]([C:11]([O:13][C:14]([CH3:17])([CH3:16])[CH3:15])=[O:12])[CH2:8][C:6]=4[N:7]=3)=[C:34]([F:47])[CH:33]=2)[CH2:26][CH2:27]1. The yield is 0.780. (9) The reactants are [OH:1][C:2]1[CH:3]=[C:4]([CH:29]=[CH:30][CH:31]=1)[CH2:5][N:6]([C:19]1[CH:24]=[CH:23][C:22]([CH2:25][CH2:26][CH:27]=O)=[CH:21][CH:20]=1)[S:7]([C:10]1[C:15]([CH3:16])=[CH:14][C:13]([CH3:17])=[CH:12][C:11]=1[CH3:18])(=[O:9])=[O:8].[NH:32]1[CH2:36][CH2:35][CH2:34][CH2:33]1.[BH-](OC(C)=O)(OC(C)=O)OC(C)=O.[Na+].C(=O)(O)[O-].[Na+].C(Cl)[Cl:57]. No catalyst specified. The product is [Cl-:57].[OH:1][C:2]1[CH:3]=[C:4]([CH:29]=[CH:30][CH:31]=1)[CH2:5][N:6]([C:19]1[CH:24]=[CH:23][C:22]([CH2:25][CH2:26][CH2:27][N:32]2[CH2:36][CH2:35][CH2:34][CH2:33]2)=[CH:21][CH:20]=1)[S:7]([C:10]1[C:15]([CH3:16])=[CH:14][C:13]([CH3:17])=[CH:12][C:11]=1[CH3:18])(=[O:9])=[O:8]. The yield is 0.150. (10) The reactants are Br[C:2]1[N:6]([CH3:7])[C:5]([CH3:8])=[N:4][CH:3]=1.[CH3:9][O:10][C:11]1[CH:17]=[C:16](B2OC(C)(C)C(C)(C)O2)[CH:15]=[CH:14][C:12]=1[NH2:13].[F-].[Cs+]. The catalyst is C1C=CC([P]([Pd]([P](C2C=CC=CC=2)(C2C=CC=CC=2)C2C=CC=CC=2)([P](C2C=CC=CC=2)(C2C=CC=CC=2)C2C=CC=CC=2)[P](C2C=CC=CC=2)(C2C=CC=CC=2)C2C=CC=CC=2)(C2C=CC=CC=2)C2C=CC=CC=2)=CC=1.COCCOC.CO. The product is [CH3:7][N:6]1[C:2]([C:16]2[CH:15]=[CH:14][C:12]([NH2:13])=[C:11]([O:10][CH3:9])[CH:17]=2)=[CH:3][N:4]=[C:5]1[CH3:8]. The yield is 0.420.